From a dataset of Catalyst prediction with 721,799 reactions and 888 catalyst types from USPTO. Predict which catalyst facilitates the given reaction. (1) Reactant: [O:1]=[C:2]1[C:10]2[C:5](=[CH:6][CH:7]=[CH:8][CH:9]=2)[C:4](=[O:11])[N:3]1[CH2:12][CH2:13][N:14]1[C:23]2[C:18](=[N:19][CH:20]=[C:21]([CH2:24][C:25]3[CH:30]=[CH:29][C:28]([F:31])=[CH:27][CH:26]=3)[CH:22]=2)[C:17]([OH:32])=[C:16]([C:33]([O:35]CC)=O)[C:15]1=[O:38].C(C[NH2:42])O. Product: [O:1]=[C:2]1[C:10]2[C:5](=[CH:6][CH:7]=[CH:8][CH:9]=2)[C:4](=[O:11])[N:3]1[CH2:12][CH2:13][N:14]1[C:23]2[C:18](=[N:19][CH:20]=[C:21]([CH2:24][C:25]3[CH:26]=[CH:27][C:28]([F:31])=[CH:29][CH:30]=3)[CH:22]=2)[C:17]([OH:32])=[C:16]([C:33]([NH2:42])=[O:35])[C:15]1=[O:38]. The catalyst class is: 14. (2) Reactant: [F:1][C:2]1[CH:7]=[CH:6][CH:5]=[CH:4][C:3]=1[C:8](=O)[CH:9]=[C:10]1[C:15](=O)[C@@:14]2([CH3:20])[C:17]([CH3:19])([CH3:18])[C@@H:11]1[CH2:12][C@@H:13]2[O:21][C:22](=[O:24])[CH3:23].O.[NH2:27][NH2:28].CC(O)=O.CCO. Product: [C:22]([O:21][C@@H:13]1[C@:14]2([CH3:20])[C:17]([CH3:19])([CH3:18])[C@@H:11]([C:10]3[CH:9]=[C:8]([C:3]4[CH:4]=[CH:5][CH:6]=[CH:7][C:2]=4[F:1])[N:27]=[N:28][C:15]=32)[CH2:12]1)(=[O:24])[CH3:23]. The catalyst class is: 6. (3) Reactant: [CH2:1]([C:4]1([O:17][CH2:18][CH:19]=[CH2:20])[CH2:9][CH2:8][N:7]([C:10]([O:12][C:13]([CH3:16])([CH3:15])[CH3:14])=[O:11])[CH2:6][CH2:5]1)C=C. Product: [O:17]1[C:4]2([CH2:5][CH2:6][N:7]([C:10]([O:12][C:13]([CH3:14])([CH3:15])[CH3:16])=[O:11])[CH2:8][CH2:9]2)[CH2:1][CH:20]=[CH:19][CH2:18]1. The catalyst class is: 48. (4) Reactant: Cl.[NH2:2][OH:3].[CH3:4][C:5]([C:7]1[CH:12]=[CH:11][C:10]([O:13][CH3:14])=[CH:9][CH:8]=1)=O.[OH-].[K+].ClCCl. Product: [CH3:4]/[C:5](/[C:7]1[CH:12]=[CH:11][C:10]([O:13][CH3:14])=[CH:9][CH:8]=1)=[N:2]/[OH:3]. The catalyst class is: 72. (5) Reactant: [Br:1][C:2]1[C:10]2[C:5]([NH:6][CH:7]=[N:8][C:9]=2[Cl:11])=[N:4][CH:3]=1.O[CH2:13][CH2:14][CH:15]1[CH2:20][CH2:19][N:18]([C:21]([O:23][C:24]([CH3:27])([CH3:26])[CH3:25])=[O:22])[CH2:17][CH2:16]1.C1(P(C2C=CC=CC=2)C2C=CC=CC=2)C=CC=CC=1.CCOC(/N=N/C(OCC)=O)=O. Product: [Br:1][C:2]1[C:10]2[C:9]([Cl:11])=[N:8][CH:7]=[N:6][C:5]=2[N:4]([CH2:13][CH2:14][CH:15]2[CH2:16][CH2:17][N:18]([C:21]([O:23][C:24]([CH3:25])([CH3:27])[CH3:26])=[O:22])[CH2:19][CH2:20]2)[CH:3]=1. The catalyst class is: 7. (6) Reactant: [H-].[Na+].[CH3:3][O:4][C:5]1[CH:6]=[C:7]([CH:18]=[CH:19][CH:20]=1)[O:8][C:9]1[NH:13][C:12]2[CH:14]=[CH:15][CH:16]=[CH:17][C:11]=2[N:10]=1.[Cl:21][C:22]1[CH:27]=[C:26](Cl)[N:25]=[C:24]([CH3:29])[N:23]=1.[Cl-].[NH4+]. Product: [Cl:21][C:22]1[N:23]=[C:24]([CH3:29])[N:25]=[C:26]([N:13]2[C:12]3[CH:14]=[CH:15][CH:16]=[CH:17][C:11]=3[N:10]=[C:9]2[O:8][C:7]2[CH:18]=[CH:19][CH:20]=[C:5]([O:4][CH3:3])[CH:6]=2)[CH:27]=1. The catalyst class is: 9. (7) Reactant: [Br:1][C:2]1[CH:3]=[C:4]([C:17](F)=[CH:18][N:19]=1)[C:5]([C:7](=[CH:13][N:14]([CH3:16])C)[C:8]([O:10][CH2:11][CH3:12])=[O:9])=[O:6].[CH:21]1(N)[CH2:26][CH2:25]C[CH2:23][CH2:22]1.C(=O)([O-])[O-].[K+].[K+]. Product: [Br:1][C:2]1[CH:3]=[C:4]2[C:17](=[CH:18][N:19]=1)[N:14]([CH:16]1[CH2:25][CH2:26][CH2:21][CH2:22][CH2:23]1)[CH:13]=[C:7]([C:8]([O:10][CH2:11][CH3:12])=[O:9])[C:5]2=[O:6]. The catalyst class is: 3.